This data is from Full USPTO retrosynthesis dataset with 1.9M reactions from patents (1976-2016). The task is: Predict the reactants needed to synthesize the given product. (1) Given the product [Br:7][C:8]1[CH:9]=[N:10][CH:11]=[C:12]([O:4][CH2:3][C:2]([F:6])([F:5])[F:1])[CH:13]=1, predict the reactants needed to synthesize it. The reactants are: [F:1][C:2]([F:6])([F:5])[CH2:3][OH:4].[Br:7][C:8]1[CH:9]=[N:10][CH:11]=[C:12](Br)[CH:13]=1. (2) Given the product [C:18]([O:17][C:15]([NH:1][C:2]1[C:6]([C:7]#[N:8])=[CH:5][S:4][CH:3]=1)=[O:16])([CH3:21])([CH3:20])[CH3:19], predict the reactants needed to synthesize it. The reactants are: [NH2:1][C:2]1[C:6]([C:7]#[N:8])=[CH:5][S:4][CH:3]=1.N1C=CC=CC=1.[C:15](O[C:15]([O:17][C:18]([CH3:21])([CH3:20])[CH3:19])=[O:16])([O:17][C:18]([CH3:21])([CH3:20])[CH3:19])=[O:16]. (3) Given the product [O:1]=[C:2]1[C:10]2[C:5](=[CH:6][CH:7]=[CH:8][CH:9]=2)[C:4](=[O:11])[N:3]1[CH:12]([C:17]([F:20])([F:19])[F:18])[CH2:13][C:14]([Cl:24])=[O:15], predict the reactants needed to synthesize it. The reactants are: [O:1]=[C:2]1[C:10]2[C:5](=[CH:6][CH:7]=[CH:8][CH:9]=2)[C:4](=[O:11])[N:3]1[CH:12]([C:17]([F:20])([F:19])[F:18])[CH2:13][C:14](O)=[O:15].C(Cl)(=O)C([Cl:24])=O. (4) Given the product [N:3]1[CH:4]=[CH:5][CH:6]=[N:1][C:2]=1[N:7]1[CH2:12][CH2:11][N:10]([C:13]2[CH:14]=[CH:15][C:16]([C:19]3[S:23][C:22]([C:24]4[CH:33]=[CH:32][C:27]([C:28]([OH:30])=[O:29])=[CH:26][CH:25]=4)=[N:21][N:20]=3)=[CH:17][CH:18]=2)[CH2:9][CH2:8]1, predict the reactants needed to synthesize it. The reactants are: [N:1]1[CH:6]=[CH:5][CH:4]=[N:3][C:2]=1[N:7]1[CH2:12][CH2:11][N:10]([C:13]2[CH:18]=[CH:17][C:16]([C:19]3[S:23][C:22]([C:24]4[CH:33]=[CH:32][C:27]([C:28]([O:30]C)=[O:29])=[CH:26][CH:25]=4)=[N:21][N:20]=3)=[CH:15][CH:14]=2)[CH2:9][CH2:8]1.[OH-].[Na+].C(O)C.Cl. (5) Given the product [Cl:21][C:18]1[CH:19]=[CH:20][C:15]([C:12]2([N:8]3[C:7](=[O:22])[CH:6]4[CH2:23][O:24][CH2:25][CH2:26][N:5]4[C:4]4[N:3]=[C:2]([C:35]5[CH:34]=[CH:33][C:32]([NH:31][C:29]([NH:28][CH3:27])=[O:30])=[CH:37][CH:36]=5)[N:11]=[CH:10][C:9]3=4)[CH2:14][CH2:13]2)=[CH:16][CH:17]=1, predict the reactants needed to synthesize it. The reactants are: Cl[C:2]1[N:11]=[CH:10][C:9]2[N:8]([C:12]3([C:15]4[CH:20]=[CH:19][C:18]([Cl:21])=[CH:17][CH:16]=4)[CH2:14][CH2:13]3)[C:7](=[O:22])[CH:6]3[CH2:23][O:24][CH2:25][CH2:26][N:5]3[C:4]=2[N:3]=1.[CH3:27][NH:28][C:29]([NH:31][C:32]1[CH:37]=[CH:36][C:35](B2OC(C)(C)C(C)(C)O2)=[CH:34][CH:33]=1)=[O:30].